Dataset: Forward reaction prediction with 1.9M reactions from USPTO patents (1976-2016). Task: Predict the product of the given reaction. (1) Given the reactants [CH3:1][N:2]1[CH2:7][CH2:6][NH:5][CH2:4][CH2:3]1.C([Li])CCC.Br[C:14]1[N:19]2[CH:20]=[C:21]([CH:23]=[O:24])[N:22]=[C:18]2[CH:17]=[CH:16][CH:15]=1.C(O)(=O)C(O)=O, predict the reaction product. The product is: [CH3:1][N:2]1[CH2:7][CH2:6][N:5]([C:14]2[N:19]3[CH:20]=[C:21]([CH:23]=[O:24])[N:22]=[C:18]3[CH:17]=[CH:16][CH:15]=2)[CH2:4][CH2:3]1. (2) The product is: [CH3:22][C:19]1([CH3:21])[C:18]([CH3:23])([CH3:24])[O:17][B:16]([CH2:27][CH2:26][C:25]([O:29][CH3:30])=[O:28])[O:20]1. Given the reactants CC(C)([O-])C.[Na+].[B:16]1([B:16]2[O:20][C:19]([CH3:22])([CH3:21])[C:18]([CH3:24])([CH3:23])[O:17]2)[O:20][C:19]([CH3:22])([CH3:21])[C:18]([CH3:24])([CH3:23])[O:17]1.[C:25]([O:29][CH3:30])(=[O:28])[CH:26]=[CH2:27].CO, predict the reaction product. (3) Given the reactants [OH:1][C:2]1[CH:3]=[C:4]([CH2:8][C:9]([O:11][CH2:12][CH3:13])=[O:10])[CH:5]=[CH:6][CH:7]=1.C(=O)([O-])[O-].[K+].[K+].[F:20][C:21]1[CH:28]=[CH:27][CH:26]=[C:25]([F:29])[C:22]=1[CH2:23]Br, predict the reaction product. The product is: [F:20][C:21]1[CH:28]=[CH:27][CH:26]=[C:25]([F:29])[C:22]=1[CH2:23][O:1][C:2]1[CH:3]=[C:4]([CH2:8][C:9]([O:11][CH2:12][CH3:13])=[O:10])[CH:5]=[CH:6][CH:7]=1. (4) Given the reactants Cl.[O:2]1CCOCC1.C([C:12](=[O:25])[CH2:13][N:14]1[CH2:19][CH2:18][CH:17]([C:20]([O:22][CH2:23][CH3:24])=[O:21])[CH2:16][CH2:15]1)(C)(C)C, predict the reaction product. The product is: [CH2:23]([O:22][C:20]([CH:17]1[CH2:16][CH2:15][N:14]([CH2:13][C:12]([OH:25])=[O:2])[CH2:19][CH2:18]1)=[O:21])[CH3:24]. (5) Given the reactants [Cl:1][C:2]1[CH:3]=[CH:4][C:5]2[N:11]([C:12](=[O:29])[C:13]3[CH:18]=[CH:17][C:16]([CH:19]([OH:28])[CH2:20][C:21]4[CH:26]=[CH:25][CH:24]=[CH:23][C:22]=4[CH3:27])=[CH:15][CH:14]=3)[CH2:10][CH2:9][CH2:8][CH:7]([CH2:30][C:31]([N:33]3[CH2:38][CH2:37][N:36]([CH3:39])[CH2:35][CH2:34]3)=[O:32])[C:6]=2[CH:40]=1.[C:41](OC(=O)C)(=[O:43])[CH3:42].S(=O)(=O)(O)O.C(=O)([O-])O.[Na+], predict the reaction product. The product is: [Cl:1][C:2]1[CH:3]=[CH:4][C:5]2[N:11]([C:12](=[O:29])[C:13]3[CH:18]=[CH:17][C:16]([CH:19]([O:28][C:41](=[O:43])[CH3:42])[CH2:20][C:21]4[CH:26]=[CH:25][CH:24]=[CH:23][C:22]=4[CH3:27])=[CH:15][CH:14]=3)[CH2:10][CH2:9][CH2:8][CH:7]([CH2:30][C:31]([N:33]3[CH2:38][CH2:37][N:36]([CH3:39])[CH2:35][CH2:34]3)=[O:32])[C:6]=2[CH:40]=1. (6) Given the reactants [F:1][C:2]([F:20])([F:19])[CH2:3][NH:4][CH2:5][CH:6]1[CH2:11][CH2:10][N:9](C(OC(C)(C)C)=O)[CH2:8][CH2:7]1.[ClH:21].O1CCOCC1, predict the reaction product. The product is: [ClH:21].[ClH:21].[F:20][C:2]([F:1])([F:19])[CH2:3][NH:4][CH2:5][CH:6]1[CH2:11][CH2:10][NH:9][CH2:8][CH2:7]1. (7) Given the reactants [N:1]1[CH:6]=[CH:5][CH:4]=[CH:3][C:2]=1[OH:7].O[CH:9]1[CH2:14][CH2:13][N:12]([C:15]([O:17][C:18]([CH3:21])([CH3:20])[CH3:19])=[O:16])[CH2:11][CH2:10]1.C1(P(C2C=CC=CC=2)C2C=CC=CC=2)C=CC=CC=1.N(C(OCC)=O)=NC(OCC)=O, predict the reaction product. The product is: [N:1]1[CH:6]=[CH:5][CH:4]=[CH:3][C:2]=1[O:7][CH:9]1[CH2:14][CH2:13][N:12]([C:15]([O:17][C:18]([CH3:21])([CH3:20])[CH3:19])=[O:16])[CH2:11][CH2:10]1. (8) Given the reactants [CH2:1]([O:3][C:4]([C:6]1[S:10][C:9](N)=[N:8][C:7]=1[C:12]1[N:13]([CH2:17][CH2:18][O:19][CH3:20])[N:14]=[CH:15][N:16]=1)=[O:5])[CH3:2].[ClH:21].N([O-])=O.[Na+].NC(N)=O.C(=O)(O)[O-].[Na+], predict the reaction product. The product is: [CH2:1]([O:3][C:4]([C:6]1[S:10][C:9]([Cl:21])=[N:8][C:7]=1[C:12]1[N:13]([CH2:17][CH2:18][O:19][CH3:20])[N:14]=[CH:15][N:16]=1)=[O:5])[CH3:2]. (9) Given the reactants C([O:4][C:5]1[CH:10]=[C:9]([C:11]#[N:12])[C:8](Br)=[C:7]([C:14]#[N:15])[C:6]=1[O:16]C(=O)C)(=O)C.[CH3:20][O:21][CH:22]([C:24]1[CH:29]=[CH:28][C:27](B(O)O)=[CH:26][CH:25]=1)[CH3:23], predict the reaction product. The product is: [OH:16][C:6]1[C:5]([OH:4])=[CH:10][C:9]([C:11]#[N:12])=[C:8]([C:27]2[CH:28]=[CH:29][C:24]([CH:22]([O:21][CH3:20])[CH3:23])=[CH:25][CH:26]=2)[C:7]=1[C:14]#[N:15].